This data is from Reaction yield outcomes from USPTO patents with 853,638 reactions. The task is: Predict the reaction yield, written as a fraction of the theoretical maximum amount of product (1.0 means a 100% yield; for example, 0.34 means a 34% yield). (1) The reactants are [F:1][C:2]([F:35])([F:34])[C:3]1[CH:4]=[C:5]([CH:27]=[C:28]([C:30]([F:33])([F:32])[F:31])[CH:29]=1)[CH2:6][N:7]1[CH2:14][CH2:13][CH2:12][O:11][C:10]2[N:15]=[C:16](Cl)[CH:17]=[C:18]([C:19]3[CH:24]=[CH:23][CH:22]=[CH:21][CH:20]=3)[C:9]=2[C:8]1=[O:26].[N:36]1([CH:41]2[CH2:46][CH2:45][NH:44][CH2:43][CH2:42]2)[CH2:40][CH2:39][CH2:38][CH2:37]1. The catalyst is O. The product is [F:1][C:2]([F:35])([F:34])[C:3]1[CH:4]=[C:5]([CH:27]=[C:28]([C:30]([F:33])([F:32])[F:31])[CH:29]=1)[CH2:6][N:7]1[CH2:14][CH2:13][CH2:12][O:11][C:10]2[N:15]=[C:16]([N:44]3[CH2:45][CH2:46][CH:41]([N:36]4[CH2:40][CH2:39][CH2:38][CH2:37]4)[CH2:42][CH2:43]3)[CH:17]=[C:18]([C:19]3[CH:24]=[CH:23][CH:22]=[CH:21][CH:20]=3)[C:9]=2[C:8]1=[O:26]. The yield is 0.510. (2) The reactants are Br[C:2]1[CH:28]=[CH:27][C:5]([C:6]([NH:8][C:9]2[CH:14]=[CH:13][C:12]([O:15][CH3:16])=[C:11]([NH:17][C:18](=[O:26])[CH2:19][N:20]3[CH2:25][CH2:24][O:23][CH2:22][CH2:21]3)[CH:10]=2)=[O:7])=[CH:4][CH:3]=1.[F:29][C:30]1[CH:35]=[CH:34][CH:33]=[CH:32][C:31]=1B(O)O.C(=O)([O-])[O-].[Na+].[Na+]. The catalyst is O1CCOCC1. The product is [F:29][C:30]1[CH:35]=[CH:34][CH:33]=[CH:32][C:31]=1[C:2]1[CH:28]=[CH:27][C:5]([C:6]([NH:8][C:9]2[CH:14]=[CH:13][C:12]([O:15][CH3:16])=[C:11]([NH:17][C:18](=[O:26])[CH2:19][N:20]3[CH2:25][CH2:24][O:23][CH2:22][CH2:21]3)[CH:10]=2)=[O:7])=[CH:4][CH:3]=1. The yield is 0.500. (3) The product is [OH:29][CH2:28][CH2:27][O:26][C:23]1[CH:24]=[CH:25][C:20]([N:17]2[CH:18]=[CH:19][C:15]([CH:13]([C:11]3[CH:10]=[CH:9][C:8]4[NH:4][C:5](=[O:36])[S:6][C:7]=4[CH:12]=3)[CH3:14])=[N:16]2)=[N:21][CH:22]=1. The reactants are COC[N:4]1[C:8]2[CH:9]=[CH:10][C:11]([CH:13]([C:15]3[CH:19]=[CH:18][N:17]([C:20]4[CH:25]=[CH:24][C:23]([O:26][CH2:27][CH2:28][O:29]C5CCCCO5)=[CH:22][N:21]=4)[N:16]=3)[CH3:14])=[CH:12][C:7]=2[S:6][C:5]1=[O:36].FC(F)(F)C(O)=O.C1COCC1.[OH-].[NH4+]. The catalyst is CCOC(C)=O. The yield is 0.760. (4) The reactants are [CH2:1]([O:3][C:4]([C@H:6]1[C@@H:11]([NH2:12])[C@H:10]2[CH2:13][C@@H:7]1[CH2:8][CH2:9]2)=[O:5])[CH3:2].[C:14]([O-:24])(=[O:23])[C@H:15]([C:17]1[CH:22]=[CH:21][CH:20]=[CH:19][CH:18]=1)[OH:16].O[C@@H](C1C=CC=CC=1)C(O)=O. The catalyst is C(OCC)(=O)C. The product is [OH:16][C@@H:15]([C:17]1[CH:22]=[CH:21][CH:20]=[CH:19][CH:18]=1)[C:14]([O-:24])=[O:23].[CH2:1]([O:3][C:4]([C@@H:6]1[C@@H:7]2[CH2:13][C@@H:10]([CH2:9][CH2:8]2)[C@@H:11]1[NH3+:12])=[O:5])[CH3:2]. The yield is 0.180. (5) The reactants are [C:1]([O:5][C:6]([N:8]1[CH2:13][CH2:12][N:11]([C@@H:14]([C:16]2[CH:17]=[C:18](B(O)O)[C:19]([F:22])=[N:20][CH:21]=2)[CH3:15])[C@@H:10]([CH3:26])[CH2:9]1)=[O:7])([CH3:4])([CH3:3])[CH3:2].Cl[C:28]1[N:33]=[C:32]([CH3:34])[N:31]=[C:30]([N:35]([CH2:45][C:46]2[CH:51]=[CH:50][C:49]([O:52][CH3:53])=[CH:48][CH:47]=2)[CH2:36][C:37]2[CH:42]=[CH:41][C:40]([O:43][CH3:44])=[CH:39][CH:38]=2)[CH:29]=1.CC([O-])=O.[K+]. The catalyst is CC(P(C(C)(C)C)C1C=CC(N(C)C)=CC=1)(C)C.CC(P(C(C)(C)C)C1C=CC(N(C)C)=CC=1)(C)C.Cl[Pd]Cl. The product is [CH3:53][O:52][C:49]1[CH:48]=[CH:47][C:46]([CH2:45][N:35]([CH2:36][C:37]2[CH:38]=[CH:39][C:40]([O:43][CH3:44])=[CH:41][CH:42]=2)[C:30]2[N:31]=[C:32]([CH3:34])[N:33]=[C:28]([C:18]3[CH:17]=[C:16]([C@H:14]([N:11]4[CH2:12][CH2:13][N:8]([C:6]([O:5][C:1]([CH3:4])([CH3:3])[CH3:2])=[O:7])[CH2:9][C@@H:10]4[CH3:26])[CH3:15])[CH:21]=[N:20][C:19]=3[F:22])[CH:29]=2)=[CH:51][CH:50]=1. The yield is 0.248. (6) The reactants are [NH2:1][CH2:2][C:3]1[CH:4]=[C:5]([NH:9][C:10](=[O:16])[O:11][C:12]([CH3:15])([CH3:14])[CH3:13])[CH:6]=[CH:7][CH:8]=1.C(N(CC)CC)C.[N+:24]([C:27]1[CH:28]=[C:29]([CH:33]=[CH:34][CH:35]=1)[C:30](Cl)=[O:31])([O-:26])=[O:25].C(=O)(O)[O-].[Na+]. The catalyst is O1CCCC1. The product is [N+:24]([C:27]1[CH:28]=[C:29]([CH:33]=[CH:34][CH:35]=1)[C:30]([NH:1][CH2:2][C:3]1[CH:4]=[C:5]([NH:9][C:10](=[O:16])[O:11][C:12]([CH3:13])([CH3:15])[CH3:14])[CH:6]=[CH:7][CH:8]=1)=[O:31])([O-:26])=[O:25]. The yield is 1.05. (7) The reactants are FC(F)(F)C(O)=O.[CH3:8][O:9][C:10](=[O:52])[CH2:11][C:12]1[CH:13]=[N:14][CH:15]=[C:16]([C:18]2[CH:23]=[CH:22][C:21]([C:24]([CH2:49][CH3:50])([C:27]3[CH:32]=[CH:31][C:30]([C:33]#[C:34][C:35]([O:44]COC)([C:40]([F:43])([F:42])[F:41])[C:36]([F:39])([F:38])[F:37])=[C:29]([CH3:48])[CH:28]=3)[CH2:25][CH3:26])=[CH:20][C:19]=2[CH3:51])[CH:17]=1.C(=O)(O)[O-].[Na+]. The catalyst is ClCCl. The product is [CH3:8][O:9][C:10](=[O:52])[CH2:11][C:12]1[CH:13]=[N:14][CH:15]=[C:16]([C:18]2[CH:23]=[CH:22][C:21]([C:24]([CH2:25][CH3:26])([C:27]3[CH:32]=[CH:31][C:30]([C:33]#[C:34][C:35]([OH:44])([C:36]([F:37])([F:39])[F:38])[C:40]([F:42])([F:43])[F:41])=[C:29]([CH3:48])[CH:28]=3)[CH2:49][CH3:50])=[CH:20][C:19]=2[CH3:51])[CH:17]=1. The yield is 0.990.